Task: Regression. Given a peptide amino acid sequence and an MHC pseudo amino acid sequence, predict their binding affinity value. This is MHC class II binding data.. Dataset: Peptide-MHC class II binding affinity with 134,281 pairs from IEDB (1) The peptide sequence is EEDIEIKPIQEEEY. The MHC is HLA-DQA10501-DQB10201 with pseudo-sequence HLA-DQA10501-DQB10201. The binding affinity (normalized) is 0.650. (2) The peptide sequence is ALFYKLDVVPID. The MHC is DRB1_0901 with pseudo-sequence DRB1_0901. The binding affinity (normalized) is 0.740. (3) The peptide sequence is VTANRAELKALIASN. The MHC is HLA-DQA10501-DQB10201 with pseudo-sequence HLA-DQA10501-DQB10201. The binding affinity (normalized) is 0.445.